Predict which catalyst facilitates the given reaction. From a dataset of Catalyst prediction with 721,799 reactions and 888 catalyst types from USPTO. (1) Reactant: C(=O)([O-])[O-].[Cs+].[Cs+].[OH:7][C:8]1[CH:13]=[CH:12][C:11]([C:14]2[CH:15]=[C:16]3[C:21](=[CH:22][CH:23]=2)[N:20]=[C:19]([C:24]([O:26][CH2:27][CH3:28])=[O:25])[CH:18]=[CH:17]3)=[CH:10][C:9]=1[CH3:29].Cl[CH2:31][C:32]1[C:33]([C:40]2[C:45]([Cl:46])=[CH:44][CH:43]=[CH:42][C:41]=2[Cl:47])=[N:34][O:35][C:36]=1[CH:37]([CH3:39])[CH3:38].O. Product: [Cl:46][C:45]1[CH:44]=[CH:43][CH:42]=[C:41]([Cl:47])[C:40]=1[C:33]1[C:32]([CH2:31][O:7][C:8]2[CH:13]=[CH:12][C:11]([C:14]3[CH:15]=[C:16]4[C:21](=[CH:22][CH:23]=3)[N:20]=[C:19]([C:24]([O:26][CH2:27][CH3:28])=[O:25])[CH:18]=[CH:17]4)=[CH:10][C:9]=2[CH3:29])=[C:36]([CH:37]([CH3:39])[CH3:38])[O:35][N:34]=1. The catalyst class is: 9. (2) Reactant: [NH2:1][C:2]1[CH:3]=[C:4]2[C:9](=[C:10]([C:12]([F:15])([F:14])[F:13])[CH:11]=1)[N:8]=[CH:7][C:6]([C:16]#[N:17])=[C:5]2[NH:18][C:19]1[CH:24]=[CH:23][C:22]([F:25])=[C:21]([Cl:26])[CH:20]=1.[N:27]1[CH:32]=[CH:31][CH:30]=[C:29]([CH:33]=O)[CH:28]=1.[BH3-]C#N.[Na+]. Product: [Cl:26][C:21]1[CH:20]=[C:19]([NH:18][C:5]2[C:4]3[C:9](=[C:10]([C:12]([F:13])([F:14])[F:15])[CH:11]=[C:2]([NH:1][CH2:33][C:29]4[CH:28]=[N:27][CH:32]=[CH:31][CH:30]=4)[CH:3]=3)[N:8]=[CH:7][C:6]=2[C:16]#[N:17])[CH:24]=[CH:23][C:22]=1[F:25]. The catalyst class is: 14.